Dataset: Catalyst prediction with 721,799 reactions and 888 catalyst types from USPTO. Task: Predict which catalyst facilitates the given reaction. (1) Reactant: Cl[C:2]1[CH:7]=[C:6]([NH:8][C:9]2[CH:18]=[CH:17][CH:16]=[CH:15][C:10]=2[C:11]([NH:13][CH3:14])=[O:12])[C:5]([F:19])=[CH:4][N:3]=1.Cl.[CH3:21][O:22][C:23]1[CH:28]=[C:27]([N:29]2[CH2:34][CH2:33][O:32][CH2:31][CH2:30]2)[CH:26]=[CH:25][C:24]=1[NH2:35].C(=O)([O-])[O-].[Cs+].[Cs+].C1(P(C2C=CC=CC=2)C2C=CC3C(=CC=CC=3)C=2C2C3C(=CC=CC=3)C=CC=2P(C2C=CC=CC=2)C2C=CC=CC=2)C=CC=CC=1. Product: [F:19][C:5]1[C:6]([NH:8][C:9]2[CH:18]=[CH:17][CH:16]=[CH:15][C:10]=2[C:11]([NH:13][CH3:14])=[O:12])=[CH:7][C:2]([NH:35][C:24]2[CH:25]=[CH:26][C:27]([N:29]3[CH2:30][CH2:31][O:32][CH2:33][CH2:34]3)=[CH:28][C:23]=2[O:22][CH3:21])=[N:3][CH:4]=1. The catalyst class is: 160. (2) The catalyst class is: 44. Product: [CH3:1][O:2][C:3]1[CH:4]=[CH:5][C:6]([CH2:9][C:10]([NH:59][C:53]2[N:54]=[CH:55][C:56]3[C:51]([CH:52]=2)=[CH:50][C:49]([C:47]2[CH:46]=[N:45][NH:44][CH:48]=2)=[CH:58][CH:57]=3)=[O:12])=[CH:7][CH:8]=1. Reactant: [CH3:1][O:2][C:3]1[CH:8]=[CH:7][C:6]([CH2:9][C:10]([OH:12])=O)=[CH:5][CH:4]=1.CN(C(ON1N=NC2C=CC=NC1=2)=[N+](C)C)C.F[P-](F)(F)(F)(F)F.C(N(CC)CC)C.[NH:44]1[CH:48]=[C:47]([C:49]2[CH:50]=[C:51]3[C:56](=[CH:57][CH:58]=2)[CH:55]=[N:54][C:53]([NH2:59])=[CH:52]3)[CH:46]=[N:45]1.C([O-])([O-])=O.[K+].[K+].